Dataset: Forward reaction prediction with 1.9M reactions from USPTO patents (1976-2016). Task: Predict the product of the given reaction. (1) Given the reactants Br[C:2]1[C:3]([CH3:19])=[CH:4][C:5]2[O:11][CH2:10][CH2:9][N:8]3[CH:12]=[C:13]([C:15]([NH2:17])=[O:16])[N:14]=[C:7]3[C:6]=2[CH:18]=1.[CH3:20][C:21]1[O:25][N:24]=[C:23]([C@:26]([OH:30])([C:28]#[CH:29])[CH3:27])[CH:22]=1, predict the reaction product. The product is: [OH:30][C@:26]([C:23]1[CH:22]=[C:21]([CH3:20])[O:25][N:24]=1)([CH3:27])[C:28]#[C:29][C:2]1[C:3]([CH3:19])=[CH:4][C:5]2[O:11][CH2:10][CH2:9][N:8]3[C:7](=[N:14][C:13]([C:15]([NH2:17])=[O:16])=[CH:12]3)[C:6]=2[CH:18]=1. (2) The product is: [CH3:12][S:13]([C:16]1[CH:21]=[C:20]([C:2]2[N:7]3[N:8]=[C:9]([NH2:11])[N:10]=[C:6]3[CH:5]=[CH:4][CH:3]=2)[CH:19]=[CH:18][CH:17]=1)(=[O:15])=[O:14]. Given the reactants Br[C:2]1[N:7]2[N:8]=[C:9]([NH2:11])[N:10]=[C:6]2[CH:5]=[CH:4][CH:3]=1.[CH3:12][S:13]([C:16]1[CH:17]=[C:18](B(O)O)[CH:19]=[CH:20][CH:21]=1)(=[O:15])=[O:14], predict the reaction product. (3) Given the reactants [F:1][CH:2]([F:27])[CH2:3][O:4][C:5]1[N:9]([CH3:10])[N:8]=[C:7]([C:11]([F:14])([F:13])[F:12])[C:6]=1[CH:15](F)[S:16]([C:19]1[CH2:23][C:22]([CH3:25])([CH3:24])[O:21][N:20]=1)(=[O:18])=[O:17].[F:28]C1C(C)(C)ON=C1S(CC1C(C(F)(F)F)=NN(C)N=1)(=O)=O.CC1(C)ON=C(S(C(F)C2C(C(F)(F)F)=NN(C)N=2)(=O)=O)C1.CC1(C)ON=C(S(CC2C(C(F)(F)F)=NN(C)N=2)(=O)=O)C1.FC(F)COC1N(C)N=C(C(F)(F)F)C=1C(F)(F)S(C1CC(C)(C)ON=1)(=O)=O.CC1(C)ON=C(S(C(F)(F)C2C(C(F)(F)F)=NN(C)N=2)(=O)=O)C1.FC(F)COC1N(C)N=C(C(F)(F)F)C=1C(F)(F)S(C1C(F)C(C)(C)ON=1)(=O)=O.FC(F)(S(C1C(F)C(C)(C)ON=1)(=O)=O)C1C(C(F)(F)F)=NN(C)N=1, predict the reaction product. The product is: [F:1][CH:2]([F:27])[CH2:3][O:4][C:5]1[N:9]([CH3:10])[N:8]=[C:7]([C:11]([F:14])([F:13])[F:12])[C:6]=1[CH2:15][S:16]([C:19]1[CH:23]([F:28])[C:22]([CH3:25])([CH3:24])[O:21][N:20]=1)(=[O:18])=[O:17]. (4) Given the reactants C[O:2][C:3](=[O:18])[C:4]1[CH:9]=[C:8]([CH2:10][CH2:11][N:12]2[CH2:16][CH2:15][CH2:14][CH2:13]2)[CH:7]=[CH:6][C:5]=1[NH2:17].[OH-].[Li+].O, predict the reaction product. The product is: [NH2:17][C:5]1[CH:6]=[CH:7][C:8]([CH2:10][CH2:11][N:12]2[CH2:16][CH2:15][CH2:14][CH2:13]2)=[CH:9][C:4]=1[C:3]([OH:18])=[O:2].